Predict the reaction yield, written as a fraction of the theoretical maximum amount of product (1.0 means a 100% yield; for example, 0.34 means a 34% yield). From a dataset of Reaction yield outcomes from USPTO patents with 853,638 reactions. (1) The reactants are [O:1]([C:8]1[CH:9]=[C:10]([C:14]23[CH2:21][CH2:20][C:17]([CH2:22][CH2:23][CH2:24][CH2:25][OH:26])([CH2:18][CH2:19]2)[CH2:16][O:15]3)[CH:11]=[CH:12][CH:13]=1)[C:2]1[CH:7]=[CH:6][CH:5]=[CH:4][CH:3]=1.CC(OI1(OC(C)=O)(OC(C)=O)OC(=O)C2C=CC=CC1=2)=O.C([O-])(O)=O.[Na+].[O-]S([O-])(=S)=O.[Na+].[Na+]. The catalyst is C(Cl)Cl. The product is [O:1]([C:8]1[CH:9]=[C:10]([C:14]23[CH2:21][CH2:20][C:17]([CH2:22][CH2:23][CH2:24][CH:25]=[O:26])([CH2:18][CH2:19]2)[CH2:16][O:15]3)[CH:11]=[CH:12][CH:13]=1)[C:2]1[CH:7]=[CH:6][CH:5]=[CH:4][CH:3]=1. The yield is 0.800. (2) The reactants are [O:1]=[C:2]([CH2:7][C:8](O)=O)[CH2:3][C:4](O)=[O:5].[CH:11]([O:18]CC)([O:15][CH2:16][CH3:17])OCC.C(OC(=O)C)(=O)C.[NH3:28]. The catalyst is C(Cl)Cl. The product is [OH:1][C:2]1[C:7]([C:11]([O:15][CH2:16][CH3:17])=[O:18])=[CH:8][N:28]=[C:4]([OH:5])[CH:3]=1. The yield is 0.600. (3) The reactants are [Cl-].O[NH3+:3].[C:4](=[O:7])([O-])[OH:5].[Na+].CS(C)=O.[CH2:13]([C:17]1[N:18]=[C:19]([CH3:45])[N:20]([CH2:39][C:40]2[N:41]=[CH:42][S:43][CH:44]=2)[C:21](=[O:38])[C:22]=1[CH2:23][C:24]1[CH:29]=[CH:28][C:27]([C:30]2[C:31]([C:36]#[N:37])=[CH:32][CH:33]=[CH:34][CH:35]=2)=[CH:26][CH:25]=1)[CH2:14][CH2:15][CH3:16]. The catalyst is C(OCC)(=O)C. The product is [CH2:13]([C:17]1[N:18]=[C:19]([CH3:45])[N:20]([CH2:39][C:40]2[N:41]=[CH:42][S:43][CH:44]=2)[C:21](=[O:38])[C:22]=1[CH2:23][C:24]1[CH:25]=[CH:26][C:27]([C:30]2[CH:35]=[CH:34][CH:33]=[CH:32][C:31]=2[C:36]2[NH:3][C:4](=[O:7])[O:5][N:37]=2)=[CH:28][CH:29]=1)[CH2:14][CH2:15][CH3:16]. The yield is 0.300. (4) The reactants are [N+:1]([C:4]1[CH:9]=[CH:8][C:7]([N:10]2[C:18]3[CH:17]=[CH:16][N:15]=[C:14]([C:19]#N)[C:13]=3[N:12]=[CH:11]2)=[CH:6][CH:5]=1)([O-:3])=[O:2].[O:21]1CCOC[CH2:22]1.Cl.C[OH:29]. No catalyst specified. The product is [CH3:22][O:21][C:19]([C:14]1[C:13]2[N:12]=[CH:11][N:10]([C:7]3[CH:8]=[CH:9][C:4]([N+:1]([O-:3])=[O:2])=[CH:5][CH:6]=3)[C:18]=2[CH:17]=[CH:16][N:15]=1)=[O:29]. The yield is 0.410. (5) The reactants are Br[CH:2]([CH2:7][CH2:8]Br)[C:3]([O:5][CH3:6])=[O:4].[CH:10]1([NH2:16])[CH2:15][CH2:14][CH2:13][CH2:12][CH2:11]1. No catalyst specified. The product is [CH:10]1([N:16]2[CH2:8][CH2:7][CH:2]2[C:3]([O:5][CH3:6])=[O:4])[CH2:15][CH2:14][CH2:13][CH2:12][CH2:11]1. The yield is 0.760. (6) The reactants are C([NH:9][C:10]1[CH:15]=[CH:14][N:13]([CH:16]2[O:20][CH:19]([CH:21]=[CH:22][P:23]([OH:26])([OH:25])=[O:24])[CH:18]([O:27]C(=O)C3C=CC=CC=3)[CH:17]2[O:36][CH3:37])[C:12](=[O:38])[N:11]=1)(=O)C1C=CC=CC=1. The catalyst is [NH4+].[OH-]. The product is [NH2:9][C:10]1[CH:15]=[CH:14][N:13]([CH:16]2[O:20][CH:19]([CH:21]=[CH:22][P:23](=[O:24])([OH:25])[OH:26])[CH:18]([OH:27])[CH:17]2[O:36][CH3:37])[C:12](=[O:38])[N:11]=1. The yield is 0.950. (7) The reactants are [N+:1]([C:4]1[CH:5]=[CH:6][C:7]2[O:12][C@:11]([CH3:18])([CH:13]([O:16][CH3:17])[O:14][CH3:15])[C@@H:10]3[O:19][C@@H:9]3[C:8]=2[CH:20]=1)([O-:3])=[O:2].[CH2:21]([NH:28][CH2:29][C:30]1[N:31]=[N:32][N:33]([CH3:35])[N:34]=1)[C:22]1[CH:27]=[CH:26][CH:25]=[CH:24][CH:23]=1. No catalyst specified. The product is [N+:1]([C:4]1[CH:5]=[CH:6][C:7]2[O:12][C@:11]([CH3:18])([CH:13]([O:16][CH3:17])[O:14][CH3:15])[C@H:10]([OH:19])[C@@H:9]([N:28]([CH2:21][C:22]3[CH:27]=[CH:26][CH:25]=[CH:24][CH:23]=3)[CH2:29][C:30]3[N:31]=[N:32][N:33]([CH3:35])[N:34]=3)[C:8]=2[CH:20]=1)([O-:3])=[O:2]. The yield is 0.480. (8) The reactants are [Br:1][C:2]1[CH:3]=[C:4]2[C:9](=[CH:10][CH:11]=1)[O:8][CH:7]([C:12]1[CH:13]=[N:14][CH:15]=[CH:16][CH:17]=1)[CH2:6][C:5]2=O.C[Si]([N:23]=[C:24]=[N:25][Si](C)(C)C)(C)C. The catalyst is C(Cl)Cl.Cl[Ti](Cl)(Cl)Cl. The product is [Br:1][C:2]1[CH:3]=[C:4]2[C:9](=[CH:10][CH:11]=1)[O:8][CH:7]([C:12]1[CH:13]=[N:14][CH:15]=[CH:16][CH:17]=1)[CH2:6]/[C:5]/2=[N:25]\[C:24]#[N:23]. The yield is 0.640. (9) The yield is 1.00. The catalyst is C(O)C. The reactants are Cl.C([O:4][CH2:5][CH2:6][O:7][NH:8][C:9]([C:11]1[C:20]([NH:21][C:22]2[CH:27]=[CH:26][C:25]([Br:28])=[CH:24][C:23]=2[Cl:29])=[C:19]([F:30])[C:14]2[N:15]=[CH:16][N:17]([CH3:18])[C:13]=2[CH:12]=1)=[O:10])=C. The product is [OH:4][CH2:5][CH2:6][O:7][NH:8][C:9]([C:11]1[C:20]([NH:21][C:22]2[CH:27]=[CH:26][C:25]([Br:28])=[CH:24][C:23]=2[Cl:29])=[C:19]([F:30])[C:14]2[N:15]=[CH:16][N:17]([CH3:18])[C:13]=2[CH:12]=1)=[O:10].